From a dataset of Reaction yield outcomes from USPTO patents with 853,638 reactions. Predict the reaction yield, written as a fraction of the theoretical maximum amount of product (1.0 means a 100% yield; for example, 0.34 means a 34% yield). The reactants are [CH3:1][N:2]([S:15]([C:18]1[CH:23]=[CH:22][CH:21]=[CH:20][C:19]=1[C:24]([F:27])([F:26])[F:25])(=[O:17])=[O:16])[C:3]1[CH:4]=[CH:5][CH:6]=[C:7]2[C:11]=1[NH:10][C:9]([C:12](O)=[O:13])=[CH:8]2.C[N:29](C)C=O.Cl.CN(C)CCCN=C=NCC. The catalyst is C(OCC)(=O)C. The product is [CH3:1][N:2]([S:15]([C:18]1[CH:23]=[CH:22][CH:21]=[CH:20][C:19]=1[C:24]([F:26])([F:27])[F:25])(=[O:16])=[O:17])[C:3]1[CH:4]=[CH:5][CH:6]=[C:7]2[C:11]=1[NH:10][C:9]([C:12]([NH2:29])=[O:13])=[CH:8]2. The yield is 0.980.